Dataset: Full USPTO retrosynthesis dataset with 1.9M reactions from patents (1976-2016). Task: Predict the reactants needed to synthesize the given product. Given the product [C:27]([CH:7]([C:5]1[CH:4]=[N:3][CH:2]=[N:1][CH:6]=1)[N:12]1[CH2:13][CH2:14][N:9]([C:15]([O:17][C:18]([CH3:21])([CH3:20])[CH3:19])=[O:16])[CH2:10][CH2:11]1)#[N:28], predict the reactants needed to synthesize it. The reactants are: [N:1]1[CH:6]=[C:5]([CH:7]=O)[CH:4]=[N:3][CH:2]=1.[N:9]1([C:15]([O:17][C:18]([CH3:21])([CH3:20])[CH3:19])=[O:16])[CH2:14][CH2:13][NH:12][CH2:11][CH2:10]1.[Al]([C:27]#[N:28])(CC)CC.C1(C)C=CC=CC=1.C([O-])(O)=O.[Na+].